From a dataset of Forward reaction prediction with 1.9M reactions from USPTO patents (1976-2016). Predict the product of the given reaction. Given the reactants C([O:8][CH2:9][C@H:10]1[CH2:15][N:14]([S:16]([C:19]2[S:20][CH:21]=[CH:22][CH:23]=2)(=[O:18])=[O:17])[CH2:13][CH2:12][N:11]1[C:24]1[CH:29]=[CH:28][C:27]([C:30]([OH:36])([CH3:35])[C:31]([F:34])([F:33])[F:32])=[CH:26][CH:25]=1)C1C=CC=CC=1.C(Cl)Cl.B(Cl)(Cl)Cl, predict the reaction product. The product is: [F:34][C:31]([F:32])([F:33])[C:30]([C:27]1[CH:28]=[CH:29][C:24]([N:11]2[CH2:12][CH2:13][N:14]([S:16]([C:19]3[S:20][CH:21]=[CH:22][CH:23]=3)(=[O:17])=[O:18])[CH2:15][C@@H:10]2[CH2:9][OH:8])=[CH:25][CH:26]=1)([OH:36])[CH3:35].